Dataset: Full USPTO retrosynthesis dataset with 1.9M reactions from patents (1976-2016). Task: Predict the reactants needed to synthesize the given product. (1) Given the product [F:8][C:9]1[CH:10]=[CH:11][CH:12]=[C:13]2[C:17]=1[NH:16][CH:15]=[C:14]2[C:25](=[O:26])[CH:27]([NH:34][C:35]1[CH:40]=[CH:39][CH:38]=[C:37]([O:41][CH3:42])[CH:36]=1)[C:28]1[CH:29]=[CH:30][CH:31]=[CH:32][CH:33]=1, predict the reactants needed to synthesize it. The reactants are: C(N(CC)CC)C.[F:8][C:9]1[CH:10]=[CH:11][CH:12]=[C:13]2[C:17]=1[N:16](C(OC(C)(C)C)=O)[CH:15]=[C:14]2[CH:25]=[O:26].[CH:27](=[N:34][C:35]1[CH:40]=[CH:39][CH:38]=[C:37]([O:41][CH3:42])[CH:36]=1)[C:28]1[CH:33]=[CH:32][CH:31]=[CH:30][CH:29]=1. (2) The reactants are: O[C:2]([C:4](F)(F)F)=O.[NH2:8][CH2:9][CH:10]([NH:14][C:15](=[O:33])[CH:16]([CH2:26][CH:27]1[CH2:32][CH2:31][CH2:30][CH2:29][CH2:28]1)[CH2:17][C:18]([N:20]1[CH2:25][CH2:24][O:23][CH2:22][CH2:21]1)=[O:19])[C:11](=O)[NH2:12].[C:34]1(=O)[CH2:39][CH2:38][CH2:37][CH2:36][CH2:35]1.C(O[BH-](OC(=O)C)OC(=O)C)(=O)C.[Na+].C(=O)C. Given the product [C:9]([CH:10]([CH2:11][N:12]([CH:34]1[CH2:39][CH2:38][CH2:37][CH2:36][CH2:35]1)[CH2:2][CH3:4])[NH:14][C:15](=[O:33])[CH:16]([CH2:26][CH:27]1[CH2:32][CH2:31][CH2:30][CH2:29][CH2:28]1)[CH2:17][C:18]([N:20]1[CH2:25][CH2:24][O:23][CH2:22][CH2:21]1)=[O:19])#[N:8], predict the reactants needed to synthesize it.